Dataset: Forward reaction prediction with 1.9M reactions from USPTO patents (1976-2016). Task: Predict the product of the given reaction. (1) Given the reactants [NH2:1][C:2]1[C:11]([C:12]#[N:13])=[C:10]([NH:14][CH2:15][C:16]2[CH:21]=[CH:20][CH:19]=[CH:18][CH:17]=2)[C:9]2[C:4](=[CH:5][CH:6]=[C:7]([N:22]([CH3:24])[CH3:23])[CH:8]=2)[N:3]=1.[CH3:25][O:26][C:27]1[CH:35]=[CH:34][C:30]([C:31](Cl)=[O:32])=[CH:29][CH:28]=1, predict the reaction product. The product is: [CH3:25][O:26][C:27]1[CH:35]=[CH:34][C:30]([C:31]([N:1]([C:31](=[O:32])[C:30]2[CH:34]=[CH:35][C:27]([O:26][CH3:25])=[CH:28][CH:29]=2)[C:2]2[C:11]([C:12]#[N:13])=[C:10]([NH:14][CH2:15][C:16]3[CH:17]=[CH:18][CH:19]=[CH:20][CH:21]=3)[C:9]3[C:4](=[CH:5][CH:6]=[C:7]([N:22]([CH3:24])[CH3:23])[CH:8]=3)[N:3]=2)=[O:32])=[CH:29][CH:28]=1. (2) Given the reactants [CH3:1][C:2]1[CH:11]=[CH:10][C:9]2[C:4](=[CH:5][CH:6]=[CH:7][C:8]=2[N:12]2[CH2:17][CH2:16][N:15]([CH2:18][CH2:19][C:20]3[CH:21]=[C:22]([CH:24]=[CH:25][CH:26]=3)[NH2:23])[CH2:14][CH2:13]2)[N:3]=1.[CH3:27][CH:28]([CH3:33])[CH2:29][C:30](Cl)=[O:31], predict the reaction product. The product is: [CH3:27][CH:28]([CH3:33])[CH2:29][C:30]([NH:23][C:22]1[CH:24]=[CH:25][CH:26]=[C:20]([CH2:19][CH2:18][N:15]2[CH2:14][CH2:13][N:12]([C:8]3[CH:7]=[CH:6][CH:5]=[C:4]4[C:9]=3[CH:10]=[CH:11][C:2]([CH3:1])=[N:3]4)[CH2:17][CH2:16]2)[CH:21]=1)=[O:31].